This data is from Peptide-MHC class II binding affinity with 134,281 pairs from IEDB. The task is: Regression. Given a peptide amino acid sequence and an MHC pseudo amino acid sequence, predict their binding affinity value. This is MHC class II binding data. (1) The binding affinity (normalized) is 0.286. The MHC is DRB1_0101 with pseudo-sequence DRB1_0101. The peptide sequence is YMEDPLILGDSLELE. (2) The peptide sequence is QQVLADFIGGLNDFHAGVTF. The MHC is DRB1_0401 with pseudo-sequence DRB1_0401. The binding affinity (normalized) is 0.473. (3) The peptide sequence is GRKDLKLVDVRLTGE. The MHC is DRB1_0101 with pseudo-sequence DRB1_0101. The binding affinity (normalized) is 0.527. (4) The peptide sequence is LVGIPTHRHIRGEAC. The MHC is DRB1_0101 with pseudo-sequence DRB1_0101. The binding affinity (normalized) is 0.486.